Dataset: NCI-60 drug combinations with 297,098 pairs across 59 cell lines. Task: Regression. Given two drug SMILES strings and cell line genomic features, predict the synergy score measuring deviation from expected non-interaction effect. Drug 1: CC(CN1CC(=O)NC(=O)C1)N2CC(=O)NC(=O)C2. Drug 2: C1CC(C1)(C(=O)O)C(=O)O.[NH2-].[NH2-].[Pt+2]. Cell line: PC-3. Synergy scores: CSS=29.0, Synergy_ZIP=-6.59, Synergy_Bliss=0.164, Synergy_Loewe=3.31, Synergy_HSA=4.96.